From a dataset of NCI-60 drug combinations with 297,098 pairs across 59 cell lines. Regression. Given two drug SMILES strings and cell line genomic features, predict the synergy score measuring deviation from expected non-interaction effect. Drug 1: CC1=C(C(=CC=C1)Cl)NC(=O)C2=CN=C(S2)NC3=CC(=NC(=N3)C)N4CCN(CC4)CCO. Drug 2: CC1CCC2CC(C(=CC=CC=CC(CC(C(=O)C(C(C(=CC(C(=O)CC(OC(=O)C3CCCCN3C(=O)C(=O)C1(O2)O)C(C)CC4CCC(C(C4)OC)OCCO)C)C)O)OC)C)C)C)OC. Cell line: OVCAR-5. Synergy scores: CSS=14.7, Synergy_ZIP=-2.62, Synergy_Bliss=0.464, Synergy_Loewe=-4.48, Synergy_HSA=-0.721.